From a dataset of Forward reaction prediction with 1.9M reactions from USPTO patents (1976-2016). Predict the product of the given reaction. (1) Given the reactants [O:1]=[C:2]1[NH:6][C:5]([C:7]([O:9][CH2:10][CH3:11])=[O:8])=[C:4]([C:12]2[CH:17]=[CH:16][CH:15]=[CH:14][CH:13]=2)[N:3]1[C:18]1[CH:23]=[CH:22][CH:21]=[CH:20][CH:19]=1.F[B-](F)(F)F.[CH3:29][O+](C)C.C(=O)(O)[O-].[Na+], predict the reaction product. The product is: [CH3:29][O:1][C:2]1[N:3]([C:18]2[CH:23]=[CH:22][CH:21]=[CH:20][CH:19]=2)[C:4]([C:12]2[CH:17]=[CH:16][CH:15]=[CH:14][CH:13]=2)=[C:5]([C:7]([O:9][CH2:10][CH3:11])=[O:8])[N:6]=1. (2) The product is: [C:55]([C:45]1[CH:44]=[C:43]([S:40]([N:33]2[C:34]3=[N:35][CH:36]=[CH:37][CH:38]=[C:39]3[C:31]([CH2:30][C:29]([OH:58])=[O:28])=[C:32]2[CH3:57])(=[O:42])=[O:41])[CH:48]=[CH:47][C:46]=1[N:49]1[CH2:54][CH2:53][O:52][CH2:51][CH2:50]1)#[N:56]. Given the reactants FC1C=CC(S(N2C3=NC=CC=C3C(CC(O)=O)=C2C)(=O)=O)=CC=1OC.C[O:28][C:29](=[O:58])[CH2:30][C:31]1[C:39]2[C:34](=[N:35][CH:36]=[CH:37][CH:38]=2)[N:33]([S:40]([C:43]2[CH:48]=[CH:47][C:46]([N:49]3[CH2:54][CH2:53][O:52][CH2:51][CH2:50]3)=[C:45]([C:55]#[N:56])[CH:44]=2)(=[O:42])=[O:41])[C:32]=1[CH3:57], predict the reaction product. (3) Given the reactants [C:1]1([NH2:7])[CH:6]=[CH:5][CH:4]=[CH:3][CH:2]=1.C(=O)([O-])[O-].[K+].[K+].[CH2:14](Br)[CH:15]=[C:16]([CH3:18])[CH3:17], predict the reaction product. The product is: [CH3:17][C:16]([CH3:18])=[CH:15][CH2:14][NH:7][C:1]1[CH:6]=[CH:5][CH:4]=[CH:3][CH:2]=1. (4) Given the reactants Br[C:2]1[C:3]([OH:8])=[N:4][CH:5]=[CH:6][CH:7]=1.[CH3:9][N:10]1[C:18]2[C:13](=[CH:14][C:15](B(O)O)=[CH:16][CH:17]=2)[CH:12]=[N:11]1.C(=O)([O-])[O-].[Na+].[Na+], predict the reaction product. The product is: [CH3:9][N:10]1[C:18]2[C:13](=[CH:14][C:15]([C:2]3[C:3](=[O:8])[NH:4][CH:5]=[CH:6][CH:7]=3)=[CH:16][CH:17]=2)[CH:12]=[N:11]1. (5) The product is: [Cl:1][C:2]1[CH:3]=[C:4]([CH:5]2[C:19]([C:20]([O:22][CH2:23][CH3:24])=[O:21])=[C:18]([C:17]([F:16])([F:26])[F:27])[NH:10][C:11]3=[N:12][NH:13][CH:14]=[C:15]23)[CH:7]=[CH:8][CH:9]=1. Given the reactants [Cl:1][C:2]1[CH:3]=[C:4]([CH:7]=[CH:8][CH:9]=1)[CH:5]=O.[NH2:10][C:11]1[CH:15]=[CH:14][NH:13][N:12]=1.[F:16][C:17]([F:27])([F:26])[C:18](=O)[CH2:19][C:20]([O:22][CH2:23][CH3:24])=[O:21], predict the reaction product. (6) Given the reactants [F:1][C:2]1[C:7]([F:8])=[CH:6][C:5]([OH:9])=[C:4]([N+:10]([O-:12])=[O:11])[CH:3]=1.[C:13](=O)([O-])[O-].[K+].[K+].CN(C=O)C.IC, predict the reaction product. The product is: [F:1][C:2]1[CH:3]=[C:4]([N+:10]([O-:12])=[O:11])[C:5]([O:9][CH3:13])=[CH:6][C:7]=1[F:8]. (7) Given the reactants [NH2:1][C:2]1[N:3]=[CH:4][C:5]([C:8]2[C:9]([F:19])=[C:10]([OH:18])[C:11]([CH:14]3[CH2:17][CH2:16][CH2:15]3)=[CH:12][CH:13]=2)=[N:6][CH:7]=1.Br[CH2:21][C:22]1[CH:27]=[CH:26][CH:25]=[CH:24][C:23]=1[F:28], predict the reaction product. The product is: [CH:14]1([C:11]2[CH:12]=[CH:13][C:8]([C:5]3[N:6]=[CH:7][C:2]([NH2:1])=[N:3][CH:4]=3)=[C:9]([F:19])[C:10]=2[O:18][CH2:21][C:22]2[CH:27]=[CH:26][CH:25]=[CH:24][C:23]=2[F:28])[CH2:15][CH2:16][CH2:17]1.